Dataset: TCR-epitope binding with 47,182 pairs between 192 epitopes and 23,139 TCRs. Task: Binary Classification. Given a T-cell receptor sequence (or CDR3 region) and an epitope sequence, predict whether binding occurs between them. (1) The epitope is KLWAQCVQL. Result: 0 (the TCR does not bind to the epitope). The TCR CDR3 sequence is CASSQEYSGDGYTF. (2) Result: 0 (the TCR does not bind to the epitope). The TCR CDR3 sequence is CASGGHNEQFF. The epitope is YLDAYNMMI. (3) The epitope is SQASSRSSSR. The TCR CDR3 sequence is CASSGQLYGYTF. Result: 0 (the TCR does not bind to the epitope). (4) The epitope is VTIAEILLI. The TCR CDR3 sequence is CASSSPTGPGGDTQYF. Result: 0 (the TCR does not bind to the epitope). (5) The epitope is EEHVQIHTI. The TCR CDR3 sequence is CASSVLASNNEQFF. Result: 0 (the TCR does not bind to the epitope). (6) The epitope is GLNKIVRMY. The TCR CDR3 sequence is CASSQDGVYTQYF. Result: 0 (the TCR does not bind to the epitope).